This data is from Peptide-MHC class I binding affinity with 185,985 pairs from IEDB/IMGT. The task is: Regression. Given a peptide amino acid sequence and an MHC pseudo amino acid sequence, predict their binding affinity value. This is MHC class I binding data. (1) The peptide sequence is SLVIVTTFV. The MHC is HLA-A23:01 with pseudo-sequence HLA-A23:01. The binding affinity (normalized) is 0. (2) The peptide sequence is ESDPEGALW. The MHC is HLA-A80:01 with pseudo-sequence HLA-A80:01. The binding affinity (normalized) is 0.0847. (3) The peptide sequence is GLACYRFVK. The MHC is HLA-A11:01 with pseudo-sequence HLA-A11:01. The binding affinity (normalized) is 0.706. (4) The peptide sequence is AAGAAVKGV. The MHC is HLA-A02:06 with pseudo-sequence HLA-A02:06. The binding affinity (normalized) is 0.0622. (5) The peptide sequence is QLLLEVEQEI. The MHC is HLA-B45:01 with pseudo-sequence HLA-B45:01. The binding affinity (normalized) is 0.0187.